This data is from Forward reaction prediction with 1.9M reactions from USPTO patents (1976-2016). The task is: Predict the product of the given reaction. (1) The product is: [CH3:11][C:12]1[CH:13]=[C:14]([CH:17]=[CH:18][CH:19]=1)[CH2:15][NH:1][C@H:2]1[CH2:6][CH2:5][CH2:4][C@H:3]1[C:7]([O:9][CH3:10])=[O:8]. Given the reactants [NH2:1][C@H:2]1[CH2:6][CH2:5][CH2:4][C@H:3]1[C:7]([O:9][CH3:10])=[O:8].[CH3:11][C:12]1[CH:13]=[C:14]([CH:17]=[CH:18][CH:19]=1)[CH:15]=O.C([BH3-])#N.[Na+].C(=O)(O)[O-].[Na+], predict the reaction product. (2) Given the reactants C(OC(=O)[NH:7][C:8]1([C:11](=[O:36])[NH:12][CH:13]2[C:21]3[N:20]=[CH:19][C:18]([C:22]4[CH:27]=[C:26]([Cl:28])[CH:25]=[C:24]([F:29])[C:23]=4[C:30]4[N:34]=[C:33]([CH3:35])[O:32][N:31]=4)=[CH:17][C:16]=3[CH2:15][CH2:14]2)[CH2:10][CH2:9]1)(C)(C)C.FC(F)(F)C(O)=O, predict the reaction product. The product is: [Cl:28][C:26]1[CH:25]=[C:24]([F:29])[C:23]([C:30]2[N:34]=[C:33]([CH3:35])[O:32][N:31]=2)=[C:22]([C:18]2[CH:19]=[N:20][C:21]3[CH:13]([NH:12][C:11]([C:8]4([NH2:7])[CH2:10][CH2:9]4)=[O:36])[CH2:14][CH2:15][C:16]=3[CH:17]=2)[CH:27]=1.